This data is from Forward reaction prediction with 1.9M reactions from USPTO patents (1976-2016). The task is: Predict the product of the given reaction. (1) Given the reactants C([O:4][CH2:5][C:6]1[CH:15]=[CH:14][C:13]2[C:8](=[CH:9][CH:10]=[CH:11][C:12]=2[NH:16][CH2:17][C:18]([C:33]([F:36])([F:35])[F:34])([OH:32])[CH2:19][C:20]([C:23]2[CH:28]=[C:27]([F:29])[CH:26]=[CH:25][C:24]=2[O:30][CH3:31])([CH3:22])[CH3:21])[N:7]=1)(=O)C.[BH4-].[Na+], predict the reaction product. The product is: [F:29][C:27]1[CH:26]=[CH:25][C:24]([O:30][CH3:31])=[C:23]([C:20]([CH3:21])([CH3:22])[CH2:19][C:18]([C:33]([F:34])([F:35])[F:36])([OH:32])[CH2:17][NH:16][C:12]2[CH:11]=[CH:10][CH:9]=[C:8]3[C:13]=2[CH:14]=[CH:15][C:6]([CH2:5][OH:4])=[N:7]3)[CH:28]=1. (2) Given the reactants [Li+].[OH-].[Br:3][C:4]1[CH:5]=[C:6]([CH2:32][C:33]([OH:35])=[O:34])[CH:7]=[C:8]([Br:31])[C:9]=1[O:10][C:11]1[CH:16]=[C:15]([CH:17]([CH3:19])[CH3:18])[C:14]([O:20][CH3:21])=[CH:13][C:12]=1[C:22](=[O:30])[C:23]1[CH:28]=[CH:27][CH:26]=[C:25]([CH3:29])[CH:24]=1.[BH4-].[Na+].Cl, predict the reaction product. The product is: [Br:3][C:4]1[CH:5]=[C:6]([CH2:32][C:33]([OH:35])=[O:34])[CH:7]=[C:8]([Br:31])[C:9]=1[O:10][C:11]1[CH:16]=[C:15]([CH:17]([CH3:19])[CH3:18])[C:14]([O:20][CH3:21])=[CH:13][C:12]=1[CH:22]([OH:30])[C:23]1[CH:28]=[CH:27][CH:26]=[C:25]([CH3:29])[CH:24]=1. (3) Given the reactants [CH:1]([C:4]1[CH:11]=[CH:10][C:9]([CH:12]([CH3:14])[CH3:13])=[CH:8][C:5]=1[CH:6]=[O:7])([CH3:3])[CH3:2].CCO.[BH4-].[Na+].CCCCCCC, predict the reaction product. The product is: [CH:1]([C:4]1[CH:11]=[CH:10][C:9]([CH:12]([CH3:14])[CH3:13])=[CH:8][C:5]=1[CH2:6][OH:7])([CH3:3])[CH3:2].